This data is from Full USPTO retrosynthesis dataset with 1.9M reactions from patents (1976-2016). The task is: Predict the reactants needed to synthesize the given product. (1) The reactants are: Br[C:2]1[CH:3]=[CH:4][C:5]2[C:6]3[CH2:16][N:15]([C:17]([O:19][C:20]([CH3:23])([CH3:22])[CH3:21])=[O:18])[CH2:14][CH2:13][CH2:12][C:7]=3[N:8]([CH3:11])[C:9]=2[CH:10]=1.[F:24][C:25]([F:40])([F:39])[C:26]1[N:31]=[N:30][C:29]([C:32]2[CH:37]=[CH:36][NH:35][C:34](=[O:38])[CH:33]=2)=[CH:28][CH:27]=1.C([O-])([O-])=O.[Cs+].[Cs+].OC1C=CC=C2C=1N=CC=C2. Given the product [CH3:11][N:8]1[C:9]2[CH:10]=[C:2]([N:35]3[CH:36]=[CH:37][C:32]([C:29]4[N:30]=[N:31][C:26]([C:25]([F:39])([F:24])[F:40])=[CH:27][CH:28]=4)=[CH:33][C:34]3=[O:38])[CH:3]=[CH:4][C:5]=2[C:6]2[CH2:16][N:15]([C:17]([O:19][C:20]([CH3:23])([CH3:22])[CH3:21])=[O:18])[CH2:14][CH2:13][CH2:12][C:7]1=2, predict the reactants needed to synthesize it. (2) Given the product [CH3:31][O:32][C:33]1[C:34](=[O:57])[C:35]([CH3:56])=[C:36]([CH2:42][C:43]2[CH:44]=[CH:45][C:46]([O:52][C:53](=[O:55])[CH3:54])=[C:47]([CH:51]=2)[C:48]([NH:10][C:9]2[CH:11]=[CH:12][C:6]([S:3]([C:2]([F:13])([F:1])[F:14])(=[O:4])=[O:5])=[CH:7][CH:8]=2)=[O:49])[C:37](=[O:41])[C:38]=1[O:39][CH3:40], predict the reactants needed to synthesize it. The reactants are: [F:1][C:2]([F:14])([F:13])[S:3]([C:6]1[CH:12]=[CH:11][C:9]([NH2:10])=[CH:8][CH:7]=1)(=[O:5])=[O:4].C(N(CC)CC)C.[Cl-].ClC1N(C)CC[NH+]1C.[CH3:31][O:32][C:33]1[C:34](=[O:57])[C:35]([CH3:56])=[C:36]([CH2:42][C:43]2[CH:44]=[CH:45][C:46]([O:52][C:53](=[O:55])[CH3:54])=[C:47]([CH:51]=2)[C:48](O)=[O:49])[C:37](=[O:41])[C:38]=1[O:39][CH3:40]. (3) Given the product [C:1]([C:5]1[N:9]([CH2:10][CH:11]2[CH2:26][CH2:27][O:28][CH2:13][CH2:12]2)[C:8]2[CH:17]=[CH:18][C:19]([NH2:21])=[CH:20][C:7]=2[N:6]=1)([CH3:4])([CH3:3])[CH3:2], predict the reactants needed to synthesize it. The reactants are: [C:1]([C:5]1[N:9]([CH2:10][CH:11]2CCC[CH2:13][CH2:12]2)[C:8]2[CH:17]=[CH:18][C:19]([NH:21]C(=O)C)=[CH:20][C:7]=2[N:6]=1)([CH3:4])([CH3:3])[CH3:2].Cl.[CH3:26][CH2:27][OH:28]. (4) Given the product [CH3:1][O:2][C:3](=[O:39])[CH2:4][CH2:5][CH:6]([N:14]([CH2:21][C:22]1[N:23]=[C:24]2[C:29](=[N:30][CH:31]=1)[N:28]=[C:27]([NH:32][C:33](=[O:37])[CH:34]([CH3:35])[CH3:36])[NH:26][C:25]2=[O:38])[C:15](=[O:20])[C:16]([F:19])([F:18])[F:17])[C:7]([OH:9])=[O:8], predict the reactants needed to synthesize it. The reactants are: [CH3:1][O:2][C:3](=[O:39])[CH2:4][CH2:5][CH:6]([N:14]([CH2:21][C:22]1[N:23]=[C:24]2[C:29](=[N:30][CH:31]=1)[N:28]=[C:27]([NH:32][C:33](=[O:37])[CH:34]([CH3:36])[CH3:35])[NH:26][C:25]2=[O:38])[C:15](=[O:20])[C:16]([F:19])([F:18])[F:17])[C:7]([O:9]C(C)(C)C)=[O:8]. (5) Given the product [CH3:23][O:22][C:19]1[CH:18]=[CH:17][C:16]([C:9]([O:24][CH2:25][C@@H:26]([O:29][C@@H:30]([N:33]2[C:39](=[O:40])[NH:38][C:36](=[O:37])[CH:35]=[CH:34]2)[CH2:31][O:32][C:57]([C:58]2[CH:63]=[CH:62][CH:61]=[CH:60][CH:59]=2)=[O:64])[CH2:27][OH:28])([C:6]2[CH:7]=[CH:8][C:3]([O:2][CH3:1])=[CH:4][CH:5]=2)[C:10]2[CH:11]=[CH:12][CH:13]=[CH:14][CH:15]=2)=[CH:21][CH:20]=1, predict the reactants needed to synthesize it. The reactants are: [CH3:1][O:2][C:3]1[CH:8]=[CH:7][C:6]([C:9]([O:24][CH2:25][C@@H:26]([O:29][C@@H:30]([N:33]2[C:39](=[O:40])[NH:38][C:36](=[O:37])[CH:35]=[CH:34]2)[CH2:31][OH:32])[CH2:27][OH:28])([C:16]2[CH:21]=[CH:20][C:19]([O:22][CH3:23])=[CH:18][CH:17]=2)[C:10]2[CH:15]=[CH:14][CH:13]=[CH:12][CH:11]=2)=[CH:5][CH:4]=1.C1(C)C=CC=CC=1.N1C(=O)CC[C@H]1C(O)=O.[C:57](Cl)(=[O:64])[C:58]1[CH:63]=[CH:62][CH:61]=[CH:60][CH:59]=1. (6) Given the product [ClH:55].[NH2:8][CH2:9][C@H:10]1[CH2:15][CH2:14][C@H:13]([C:16]([NH:18][C@@H:19]([CH2:35][C:36]2[CH:37]=[CH:38][C:39]([C:42]3[CH:47]=[CH:46][C:45]([C:48](=[O:53])[NH:49][CH:50]([CH3:51])[CH3:52])=[CH:44][C:43]=3[CH3:54])=[CH:40][CH:41]=2)[C:20]([NH:22][C:23]2[CH:24]=[C:25]([C:32]([OH:34])=[O:33])[C:26]3[CH:27]=[N:28][NH:29][C:30]=3[CH:31]=2)=[O:21])=[O:17])[CH2:12][CH2:11]1, predict the reactants needed to synthesize it. The reactants are: C(OC([NH:8][CH2:9][C@H:10]1[CH2:15][CH2:14][C@H:13]([C:16]([NH:18][C@@H:19]([CH2:35][C:36]2[CH:41]=[CH:40][C:39]([C:42]3[CH:47]=[CH:46][C:45]([C:48](=[O:53])[NH:49][CH:50]([CH3:52])[CH3:51])=[CH:44][C:43]=3[CH3:54])=[CH:38][CH:37]=2)[C:20]([NH:22][C:23]2[CH:24]=[C:25]([C:32]([OH:34])=[O:33])[C:26]3[CH:27]=[N:28][NH:29][C:30]=3[CH:31]=2)=[O:21])=[O:17])[CH2:12][CH2:11]1)=O)(C)(C)C.[ClH:55].